This data is from Full USPTO retrosynthesis dataset with 1.9M reactions from patents (1976-2016). The task is: Predict the reactants needed to synthesize the given product. (1) Given the product [C:21]([O:20][C:18](=[O:19])[CH2:17][N:8]([C:6]([O:5][C:1]([CH3:4])([CH3:2])[CH3:3])=[O:7])[C:9]1[CH:14]=[CH:13][CH:12]=[C:11]([CH:15]=[N:27][OH:26])[N:10]=1)([CH3:22])([CH3:23])[CH3:24], predict the reactants needed to synthesize it. The reactants are: [C:1]([O:5][C:6]([N:8]([CH2:17][C:18]([O:20][C:21]([CH3:24])([CH3:23])[CH3:22])=[O:19])[C:9]1[CH:14]=[CH:13][CH:12]=[C:11]([CH:15]=O)[N:10]=1)=[O:7])([CH3:4])([CH3:3])[CH3:2].[Cl-].[OH:26][NH3+:27].N1C=CC=CC=1. (2) Given the product [ClH:51].[ClH:51].[CH:1]1([C:4]2[CH:25]=[CH:24][C:7]3[NH:8][C:9]([CH2:11][NH:12][CH3:13])=[N:10][C:6]=3[CH:5]=2)[CH2:2][CH2:3]1, predict the reactants needed to synthesize it. The reactants are: [CH:1]1([C:4]2[CH:25]=[CH:24][C:7]3[N:8](COC)[C:9]([CH2:11][N:12](C)[C:13](=O)OC(C)(C)C)=[N:10][C:6]=3[CH:5]=2)[CH2:3][CH2:2]1.C1(C2C=CC3N=C(CN(C)C(=O)OC(C)(C)C)N(COC)C=3C=2)CC1.[ClH:51].O1CCOCC1. (3) Given the product [CH:1]([N:4]([CH2:15][C:16]1[CH:32]=[CH:31][CH:30]=[CH:29][C:17]=1[O:18][CH2:19][CH2:20][CH2:21][CH2:22][CH2:23][C:24]([OH:26])=[O:25])[C:5](=[O:14])[C:6]1[CH:7]=[CH:8][C:9]([CH3:12])=[CH:10][CH:11]=1)([CH3:3])[CH3:2], predict the reactants needed to synthesize it. The reactants are: [CH:1]([N:4]([CH2:15][C:16]1[CH:32]=[CH:31][CH:30]=[CH:29][C:17]=1[O:18][CH2:19][CH2:20][CH2:21][CH2:22][CH2:23][C:24]([O:26]CC)=[O:25])[C:5](=[O:14])[C:6]1[CH:11]=[CH:10][C:9]([CH2:12]C)=[CH:8][CH:7]=1)([CH3:3])[CH3:2].O.[OH-].[Li+].Cl. (4) The reactants are: [CH3:1][CH2:2][N:3]([CH:7]([CH3:9])C)[CH:4]([CH3:6])[CH3:5].[C:18](O[C:18]([O:20][C:21]([CH3:24])([CH3:23])[CH3:22])=[O:19])([O:20][C:21]([CH3:24])([CH3:23])[CH3:22])=[O:19].[OH2:25]. Given the product [N:3]1([C:4]2[CH:5]=[CH:6][C:4]([NH:3][C:18](=[O:19])[O:20][C:21]([CH3:22])([CH3:23])[CH3:24])=[CH:5][CH:6]=2)[CH2:2][CH2:1][O:25][CH2:9][CH2:7]1, predict the reactants needed to synthesize it. (5) Given the product [CH2:1]([C:3]1[C:4](=[O:15])[NH:5][C:6]([CH3:14])=[C:7]([N:9]2[CH:13]=[CH:12][N:11]=[CH:10]2)[CH:8]=1)[CH3:2], predict the reactants needed to synthesize it. The reactants are: [CH2:1]([C:3]1[C:4]([O:15]C)=[N:5][C:6]([CH3:14])=[C:7]([N:9]2[CH:13]=[CH:12][N:11]=[CH:10]2)[CH:8]=1)[CH3:2].[I-].[Na+].Cl[Si](C)(C)C.C(=O)(O)[O-].[Na+]. (6) Given the product [Br:10][CH2:11][C:12]([NH:4][C:3]1[CH:5]=[CH:6][C:7]([Cl:9])=[CH:8][C:2]=1[Cl:1])=[O:13], predict the reactants needed to synthesize it. The reactants are: [Cl:1][C:2]1[CH:8]=[C:7]([Cl:9])[CH:6]=[CH:5][C:3]=1[NH2:4].[Br:10][CH2:11][C:12](Br)=[O:13].C(N(CC)CC)C. (7) Given the product [NH2:14][C:16]1[CH:17]=[C:18]2[C:23](=[CH:24][C:25]=1[F:26])[C:22](=[O:27])[N:21]([C:28]1[CH:29]=[CH:30][C:31]([NH:7][C:5]([NH:4][S:1]([C:38]3[S:39][CH:40]=[CH:41][C:37]=3[Cl:36])(=[O:3])=[O:2])=[O:6])=[CH:32][CH:33]=1)[CH:20]=[CH:19]2, predict the reactants needed to synthesize it. The reactants are: [S:1](=[N:4][C:5]([NH2:7])=[O:6])(=[O:3])=[O:2].C(OC(=O)[N:14]([C:16]1[CH:17]=[C:18]2[C:23](=[CH:24][C:25]=1[F:26])[C:22](=[O:27])[N:21]([C:28]1[CH:33]=[CH:32][C:31](N)=[CH:30][CH:29]=1)[CH:20]=[CH:19]2)C)(C)(C)C.[Cl:36][C:37]1[CH:41]=[CH:40][S:39][C:38]=1S(N)(=O)=O.